From a dataset of Catalyst prediction with 721,799 reactions and 888 catalyst types from USPTO. Predict which catalyst facilitates the given reaction. (1) Reactant: [C:1]([C:5]1[N:10]=[C:9]([NH:11][C:12]2[CH:13]=[C:14]([NH:21][C@@H:22]3[CH2:27][CH2:26][O:25][CH2:24][C@@H:23]3[NH:28]C(=O)OC(C)(C)C)[N:15]=[N:16][C:17]=2[C:18](=[O:20])[NH2:19])[CH:8]=[CH:7][CH:6]=1)([CH3:4])([CH3:3])[CH3:2].C(O)(C(F)(F)F)=O. The catalyst class is: 2. Product: [NH2:28][C@@H:23]1[C@H:22]([NH:21][C:14]2[N:15]=[N:16][C:17]([C:18]([NH2:19])=[O:20])=[C:12]([NH:11][C:9]3[CH:8]=[CH:7][CH:6]=[C:5]([C:1]([CH3:4])([CH3:3])[CH3:2])[N:10]=3)[CH:13]=2)[CH2:27][CH2:26][O:25][CH2:24]1. (2) Reactant: [CH3:1][C:2]12[CH2:22][CH:6]([N:7]([C:9]([C:11]3[CH:19]=[C:18]4[C:14]([C:15]([C:20]#[N:21])=[CH:16][NH:17]4)=[CH:13][CH:12]=3)=[O:10])[CH2:8]1)[CH2:5][C:4]([CH3:24])([CH3:23])[CH2:3]2.[OH-:25].[Na+].OO. Product: [CH3:1][C:2]12[CH2:22][CH:6]([N:7]([C:9]([C:11]3[CH:19]=[C:18]4[C:14]([C:15]([C:20]([NH2:21])=[O:25])=[CH:16][NH:17]4)=[CH:13][CH:12]=3)=[O:10])[CH2:8]1)[CH2:5][C:4]([CH3:24])([CH3:23])[CH2:3]2. The catalyst class is: 12. (3) Reactant: Cl[CH2:2][CH2:3][O:4][SiH3:5].[C:6]1([Li])[C:15]([F:16])=[C:13]([F:14])[C:11]([F:12])=[C:9]([F:10])[C:7]=1[F:8]. Product: [F:16][C:15]1[C:6]([C:2]([C:6]2[C:15]([F:16])=[C:13]([F:14])[C:11]([F:12])=[C:9]([F:10])[C:7]=2[F:8])([C:6]2[C:15]([F:16])=[C:13]([F:14])[C:11]([F:12])=[C:9]([F:10])[C:7]=2[F:8])[CH2:3][O:4][SiH3:5])=[C:7]([F:8])[C:9]([F:10])=[C:11]([F:12])[C:13]=1[F:14].[Si:5]([O:4][CH2:3][CH3:2])([C:6]1[C:7]([F:8])=[C:9]([F:10])[C:11]([F:12])=[C:13]([F:14])[C:15]=1[F:16])([C:6]1[C:7]([F:8])=[C:9]([F:10])[C:11]([F:12])=[C:13]([F:14])[C:15]=1[F:16])[C:6]1[C:15]([F:16])=[C:13]([F:14])[C:11]([F:12])=[C:9]([F:10])[C:7]=1[F:8]. The catalyst class is: 28.